Dataset: Reaction yield outcomes from USPTO patents with 853,638 reactions. Task: Predict the reaction yield, written as a fraction of the theoretical maximum amount of product (1.0 means a 100% yield; for example, 0.34 means a 34% yield). (1) The reactants are Cl[C:2](Cl)([O:4]C(=O)OC(Cl)(Cl)Cl)Cl.[CH3:13][C:14]1([CH3:28])[C:18]([CH3:20])([CH3:19])[O:17][B:16]([C:21]2[CH:22]=[C:23]([CH:25]=[CH:26][CH:27]=2)[NH2:24])[O:15]1.CCN(CC)CC.[NH:36]1[CH2:41][CH2:40][O:39][CH2:38][CH2:37]1. The catalyst is C1COCC1. The product is [CH3:20][C:18]1([CH3:19])[C:14]([CH3:28])([CH3:13])[O:15][B:16]([C:21]2[CH:22]=[C:23]([NH:24][C:2]([N:36]3[CH2:41][CH2:40][O:39][CH2:38][CH2:37]3)=[O:4])[CH:25]=[CH:26][CH:27]=2)[O:17]1. The yield is 0.500. (2) The reactants are Cl[C:2]1[N:7]=[C:6]([C:8]([O:10][CH2:11][CH3:12])=[O:9])[C:5]([F:13])=[CH:4][N:3]=1.[Br:14][C:15]1[CH:16]=[CH:17][C:18]([F:24])=[C:19](B(O)O)[CH:20]=1. No catalyst specified. The product is [Br:14][C:15]1[CH:20]=[CH:19][C:18]([F:24])=[C:17]([C:2]2[N:7]=[C:6]([C:8]([O:10][CH2:11][CH3:12])=[O:9])[C:5]([F:13])=[CH:4][N:3]=2)[CH:16]=1. The yield is 0.220. (3) The reactants are Br[C:2]1[CH:7]=[C:6]([NH:8][C:9]2[CH:14]=[CH:13][CH:12]=[CH:11][CH:10]=2)[C:5](Br)=[CH:4][C:3]=1[NH:16][C:17]1[CH:22]=[CH:21][CH:20]=[CH:19][CH:18]=1.CC1(C)C(C)(C)OB([C:31]2[S:32][C:33]([CH2:36][CH2:37][CH3:38])=[CH:34][CH:35]=2)O1.C(=O)([O-])[O-].[Cs+].[Cs+].[OH-].[Na+]. The catalyst is C1(C)C=CC=CC=1.[Pd].C1(P(C2C=CC=CC=2)C2C=CC=CC=2)C=CC=CC=1.C1(P(C2C=CC=CC=2)C2C=CC=CC=2)C=CC=CC=1.C1(P(C2C=CC=CC=2)C2C=CC=CC=2)C=CC=CC=1.C1(P(C2C=CC=CC=2)C2C=CC=CC=2)C=CC=CC=1.O.C(O)C. The product is [CH2:36]([C:33]1[S:32][C:31]([C:2]2[CH:7]=[C:6]([NH:8][C:9]3[CH:14]=[CH:13][CH:12]=[CH:11][CH:10]=3)[C:5]([C:31]3[S:32][C:33]([CH2:36][CH2:37][CH3:38])=[CH:34][CH:35]=3)=[CH:4][C:3]=2[NH:16][C:17]2[CH:22]=[CH:21][CH:20]=[CH:19][CH:18]=2)=[CH:35][CH:34]=1)[CH2:37][CH3:38]. The yield is 0.800. (4) The reactants are [CH3:1][C:2]1[N:3]([CH2:32][C:33]([O:35]CC)=[O:34])[C:4]2[CH2:5][C:6]([CH3:31])([CH3:30])[CH2:7][C:8](=[O:29])[C:9]=2[C:10]=1[CH2:11][C:12]1[CH:17]=[CH:16][CH:15]=[CH:14][C:13]=1[S:18](=[O:28])(=[O:27])[N:19]([CH3:26])[C:20]1[CH:25]=[CH:24][CH:23]=[CH:22][CH:21]=1.[OH-].[Na+]. The catalyst is O.C1COCC1. The product is [CH3:1][C:2]1[N:3]([CH2:32][C:33]([OH:35])=[O:34])[C:4]2[CH2:5][C:6]([CH3:31])([CH3:30])[CH2:7][C:8](=[O:29])[C:9]=2[C:10]=1[CH2:11][C:12]1[CH:17]=[CH:16][CH:15]=[CH:14][C:13]=1[S:18](=[O:27])(=[O:28])[N:19]([CH3:26])[C:20]1[CH:21]=[CH:22][CH:23]=[CH:24][CH:25]=1. The yield is 0.340. (5) The catalyst is COCCOC.O.C1C=CC([P]([Pd]([P](C2C=CC=CC=2)(C2C=CC=CC=2)C2C=CC=CC=2)([P](C2C=CC=CC=2)(C2C=CC=CC=2)C2C=CC=CC=2)[P](C2C=CC=CC=2)(C2C=CC=CC=2)C2C=CC=CC=2)(C2C=CC=CC=2)C2C=CC=CC=2)=CC=1. The yield is 0.460. The reactants are Br[C:2]1[CH:11]=[C:10]([N+:12]([O-:14])=[O:13])[CH:9]=[CH:8][C:3]=1[C:4]([O:6][CH3:7])=[O:5].C(=O)([O-])[O-].[K+].[K+].[CH:21](B1OB(C=C)OB(C=C)O1)=[CH2:22]. The product is [N+:12]([C:10]1[CH:9]=[CH:8][C:3]([C:4]([O:6][CH3:7])=[O:5])=[C:2]([CH:21]=[CH2:22])[CH:11]=1)([O-:14])=[O:13]. (6) The reactants are C[O:2][C:3](=[O:19])[C:4]([F:18])([F:17])[CH2:5][NH:6][C:7]([O:9][CH2:10][C:11]1[CH:16]=[CH:15][CH:14]=[CH:13][CH:12]=1)=[O:8].C1COCC1.[OH-].[Na+]. The catalyst is CO. The product is [CH2:10]([O:9][C:7]([NH:6][CH2:5][C:4]([F:17])([F:18])[C:3]([OH:19])=[O:2])=[O:8])[C:11]1[CH:12]=[CH:13][CH:14]=[CH:15][CH:16]=1. The yield is 0.830. (7) The reactants are F[C:2]1[CH:7]=[CH:6][C:5]([I:8])=[CH:4][N:3]=1.[CH3:9][N:10]1[C:14]([CH3:16])([CH3:15])[CH2:13][CH2:12][C:11]1=[O:17]. The catalyst is C1(C)C=CC=CC=1. The product is [I:8][C:5]1[CH:6]=[CH:7][C:2]([CH:12]2[CH2:13][C:14]([CH3:16])([CH3:15])[N:10]([CH3:9])[C:11]2=[O:17])=[N:3][CH:4]=1. The yield is 0.380. (8) The reactants are [OH:1][C:2]1[CH:7]=[CH:6][C:5]([CH2:8][C:9]([O:11][CH3:12])=[O:10])=[CH:4][CH:3]=1.CC1C=CC(S(O[CH2:24][CH2:25][CH2:26][NH:27][C:28]2[C:29](=[O:45])[N:30]([C:41]([CH3:44])([CH3:43])[CH3:42])[S:31](=[O:40])(=[O:39])[C:32]=2[C:33]2[CH:38]=[CH:37][CH:36]=[CH:35][CH:34]=2)(=O)=O)=CC=1. No catalyst specified. The product is [C:41]([N:30]1[C:29](=[O:45])[C:28]([NH:27][CH2:26][CH2:25][CH2:24][O:1][C:2]2[CH:3]=[CH:4][C:5]([CH2:8][C:9]([O:11][CH3:12])=[O:10])=[CH:6][CH:7]=2)=[C:32]([C:33]2[CH:34]=[CH:35][CH:36]=[CH:37][CH:38]=2)[S:31]1(=[O:39])=[O:40])([CH3:42])([CH3:43])[CH3:44]. The yield is 0.750. (9) The reactants are C[O:2][C:3](=[O:33])[C:4]([C:7]1[CH:12]=[CH:11][C:10]([S:13][CH2:14][C:15]2[CH:20]=[CH:19][C:18]([C:21]3[CH:26]=[CH:25][C:24]([C:27]([F:30])([F:29])[F:28])=[CH:23][N:22]=3)=[CH:17][CH:16]=2)=[C:9]([O:31][CH3:32])[CH:8]=1)([CH3:6])[CH3:5].O[Li].O. The catalyst is CO. The product is [CH3:32][O:31][C:9]1[CH:8]=[C:7]([C:4]([CH3:6])([CH3:5])[C:3]([OH:33])=[O:2])[CH:12]=[CH:11][C:10]=1[S:13][CH2:14][C:15]1[CH:16]=[CH:17][C:18]([C:21]2[CH:26]=[CH:25][C:24]([C:27]([F:28])([F:29])[F:30])=[CH:23][N:22]=2)=[CH:19][CH:20]=1. The yield is 0.360. (10) The reactants are [NH2:1][C:2]1[N:3]=[C:4]2[CH:9]=[CH:8][C:7]([O:10][C:11]3[CH:12]=[C:13]([NH:17][C:18](=[O:29])[C:19]4[CH:24]=[CH:23][CH:22]=[C:21]([C:25]([F:28])([F:27])[F:26])[CH:20]=4)[CH:14]=[CH:15][CH:16]=3)=[N:6][N:5]2[CH:30]=1.[C:31](Cl)(=[O:35])[O:32][CH2:33][CH3:34].C(N(CC)CC)C. The catalyst is O1CCCC1. The product is [CH2:33]([O:32][C:31](=[O:35])[NH:1][C:2]1[N:3]=[C:4]2[CH:9]=[CH:8][C:7]([O:10][C:11]3[CH:16]=[CH:15][CH:14]=[C:13]([NH:17][C:18](=[O:29])[C:19]4[CH:24]=[CH:23][CH:22]=[C:21]([C:25]([F:28])([F:27])[F:26])[CH:20]=4)[CH:12]=3)=[N:6][N:5]2[CH:30]=1)[CH3:34]. The yield is 0.620.